The task is: Predict the reaction yield, written as a fraction of the theoretical maximum amount of product (1.0 means a 100% yield; for example, 0.34 means a 34% yield).. This data is from Reaction yield outcomes from USPTO patents with 853,638 reactions. The reactants are [Cl:1][C:2]1[CH:3]=[CH:4][C:5]([S:9][CH2:10][C:11]2[CH:16]=[CH:15][CH:14]=[CH:13][C:12]=2[N+:17]([O-:19])=[O:18])=[C:6]([CH:8]=1)[NH2:7].[O:20]1[C:24]2[CH:25]=[CH:26][CH:27]=[CH:28][C:23]=2[CH:22]=[C:21]1[S:29](Cl)(=[O:31])=[O:30]. The catalyst is N1C=CC=CC=1. The product is [Cl:1][C:2]1[CH:3]=[CH:4][C:5]([S:9][CH2:10][C:11]2[CH:16]=[CH:15][CH:14]=[CH:13][C:12]=2[N+:17]([O-:19])=[O:18])=[C:6]([NH:7][S:29]([C:21]2[O:20][C:24]3[CH:25]=[CH:26][CH:27]=[CH:28][C:23]=3[CH:22]=2)(=[O:30])=[O:31])[CH:8]=1. The yield is 0.690.